Dataset: Full USPTO retrosynthesis dataset with 1.9M reactions from patents (1976-2016). Task: Predict the reactants needed to synthesize the given product. (1) Given the product [CH2:1]([O:3][C:4](=[O:13])[CH2:5][C:6]1[CH:11]=[CH:10][C:9]([S:12][CH2:21][C:22](=[O:24])[CH3:23])=[CH:8][CH:7]=1)[CH3:2], predict the reactants needed to synthesize it. The reactants are: [CH2:1]([O:3][C:4](=[O:13])[CH2:5][C:6]1[CH:11]=[CH:10][C:9]([SH:12])=[CH:8][CH:7]=1)[CH3:2].C(=O)([O-])[O-].[K+].[K+].Cl[CH2:21][C:22](=[O:24])[CH3:23]. (2) Given the product [Cl:1][C:2]1[C:3]([C:14]2[CH:19]=[C:18]([Cl:20])[CH:17]=[CH:16][C:15]=2[C:21]#[N:22])=[CH:4][C:5](=[O:13])[N:6]([CH:8]([CH3:12])[C:9]([NH:23][C:24]2[CH:36]=[CH:35][C:27]([C:28]([O:30][C:31]([CH3:32])([CH3:33])[CH3:34])=[O:29])=[CH:26][CH:25]=2)=[O:11])[CH:7]=1, predict the reactants needed to synthesize it. The reactants are: [Cl:1][C:2]1[C:3]([C:14]2[CH:19]=[C:18]([Cl:20])[CH:17]=[CH:16][C:15]=2[C:21]#[N:22])=[CH:4][C:5](=[O:13])[N:6]([CH:8]([CH3:12])[C:9]([OH:11])=O)[CH:7]=1.[NH2:23][C:24]1[CH:36]=[CH:35][C:27]([C:28]([O:30][C:31]([CH3:34])([CH3:33])[CH3:32])=[O:29])=[CH:26][CH:25]=1. (3) Given the product [I:17][C:11]1[S:10][C:9]([NH:8][C:6]2[CH:5]=[CH:4][CH:3]=[C:2]([CH3:1])[N:7]=2)=[C:13]([C:14]([NH2:16])=[O:15])[CH:12]=1, predict the reactants needed to synthesize it. The reactants are: [CH3:1][C:2]1[N:7]=[C:6]([NH:8][C:9]2[S:10][CH:11]=[CH:12][C:13]=2[C:14]([NH2:16])=[O:15])[CH:5]=[CH:4][CH:3]=1.[I:17]N1C(=O)CCC1=O. (4) Given the product [C:18]1([S:24]([N:27]2[C:39]3[CH2:38][N:37]([CH2:42][CH:41]([CH:43]4[CH2:52][CH2:51][C:46]5([O:50][CH2:49][CH2:48][O:47]5)[CH2:45][CH2:44]4)[OH:40])[CH2:36][CH2:35][C:34]=3[C:33]3[C:28]2=[CH:29][CH:30]=[CH:31][CH:32]=3)(=[O:26])=[O:25])[CH:19]=[CH:20][CH:21]=[CH:22][CH:23]=1, predict the reactants needed to synthesize it. The reactants are: FC(F)(F)S([O-])(=O)=O.[Ca+2].FC(F)(F)S([O-])(=O)=O.[C:18]1([S:24]([N:27]2[C:39]3[CH2:38][NH:37][CH2:36][CH2:35][C:34]=3[C:33]3[C:28]2=[CH:29][CH:30]=[CH:31][CH:32]=3)(=[O:26])=[O:25])[CH:23]=[CH:22][CH:21]=[CH:20][CH:19]=1.[O:40]1[CH2:42][CH:41]1[CH:43]1[CH2:52][CH2:51][C:46]2([O:50][CH2:49][CH2:48][O:47]2)[CH2:45][CH2:44]1. (5) Given the product [CH3:20][C:18]1[NH:17][N:16]=[C:15]([NH:14][C:4]2[N:3]=[C:2]([C:27]3[CH:28]=[C:23]([CH:24]=[CH:25][CH:26]=3)[C:21]#[N:22])[C:11]3[C:6]([CH:5]=2)=[CH:7][C:8]([O:12][CH3:13])=[CH:9][CH:10]=3)[CH:19]=1, predict the reactants needed to synthesize it. The reactants are: Cl[C:2]1[C:11]2[C:6](=[CH:7][C:8]([O:12][CH3:13])=[CH:9][CH:10]=2)[CH:5]=[C:4]([NH:14][C:15]2[CH:19]=[C:18]([CH3:20])[NH:17][N:16]=2)[N:3]=1.[C:21]([C:23]1[CH:24]=[C:25](B(O)O)[CH:26]=[CH:27][CH:28]=1)#[N:22]. (6) Given the product [F:1][C:2]1[CH:3]=[CH:4][C:5]([CH3:19])=[C:6]([C:8]([CH3:18])([CH3:17])[CH2:9][C@@:10]([C:13]([F:16])([F:15])[F:14])([OH:11])[CH2:12][C:22]#[CH:23])[CH:7]=1, predict the reactants needed to synthesize it. The reactants are: [F:1][C:2]1[CH:3]=[CH:4][C:5]([CH3:19])=[C:6]([C:8]([CH3:18])([CH3:17])[CH2:9][C@:10]2([C:13]([F:16])([F:15])[F:14])[CH2:12][O:11]2)[CH:7]=1.[Li].[F-].[CH2:22]([N+](CCCC)(CCCC)CCCC)[CH2:23]CC.[Cl-].[NH4+].